This data is from Reaction yield outcomes from USPTO patents with 853,638 reactions. The task is: Predict the reaction yield, written as a fraction of the theoretical maximum amount of product (1.0 means a 100% yield; for example, 0.34 means a 34% yield). (1) The reactants are [CH3:1][O:2][C:3]1[CH:8]=[CH:7][C:6]([CH2:9][N:10]2[C:18]3[CH:17]=[CH:16][CH:15]=[C:14]([N:19]([CH3:30])[C:20]4[CH:25]=[CH:24][N:23]=[C:22](S(C)(=O)=O)[N:21]=4)[C:13]=3[C:12]([CH3:31])=[N:11]2)=[CH:5][CH:4]=1.[N:32]1([C:38]2[CH:39]=[C:40]([CH:42]=[C:43]([N:45]3[CH2:50][CH2:49][O:48][CH2:47][CH2:46]3)[CH:44]=2)[NH2:41])[CH2:37][CH2:36][O:35][CH2:34][CH2:33]1. The catalyst is Cl.CC(O)CCC. The product is [N:32]1([C:38]2[CH:39]=[C:40]([NH:41][C:22]3[N:21]=[C:20]([N:19]([C:14]4[CH:15]=[CH:16][CH:17]=[C:18]5[C:13]=4[C:12]([CH3:31])=[N:11][N:10]5[CH2:9][C:6]4[CH:7]=[CH:8][C:3]([O:2][CH3:1])=[CH:4][CH:5]=4)[CH3:30])[CH:25]=[CH:24][N:23]=3)[CH:42]=[C:43]([N:45]3[CH2:46][CH2:47][O:48][CH2:49][CH2:50]3)[CH:44]=2)[CH2:37][CH2:36][O:35][CH2:34][CH2:33]1. The yield is 0.250. (2) The reactants are [CH3:1][O:2][C:3]([C:5]1[S:6][C:7]([S:23][CH3:24])=[C:8]([S:10]([C:13]2[CH:21]=[C:20]([Br:22])[C:16]3[N:17]=[CH:18][NH:19][C:15]=3[CH:14]=2)(=[O:12])=[O:11])[CH:9]=1)=[O:4].CI.[C:27]([O-])([O-])=O.[K+].[K+]. The catalyst is CN(C)C=O. The product is [CH3:1][O:2][C:3]([C:5]1[S:6][C:7]([S:23][CH3:24])=[C:8]([S:10]([C:13]2[CH:21]=[C:20]([Br:22])[C:16]3[N:17]=[CH:18][N:19]([CH3:27])[C:15]=3[CH:14]=2)(=[O:11])=[O:12])[CH:9]=1)=[O:4]. The yield is 0.190.